Dataset: Forward reaction prediction with 1.9M reactions from USPTO patents (1976-2016). Task: Predict the product of the given reaction. The product is: [OH:1][C@H:2]1[C:7]2[CH:8]=[CH:9][S:10][C:6]=2[S:5](=[O:12])(=[O:11])[N:4]([CH2:20][CH2:21][CH2:22][O:23][CH3:24])[CH2:3]1. Given the reactants [OH:1][C@H:2]1[C:7]2[CH:8]=[CH:9][S:10][C:6]=2[S:5](=[O:12])(=[O:11])[NH:4][CH2:3]1.C(=O)([O-])[O-].[K+].[K+].Br[CH2:20][CH2:21][CH2:22][O:23][CH3:24], predict the reaction product.